From a dataset of Forward reaction prediction with 1.9M reactions from USPTO patents (1976-2016). Predict the product of the given reaction. (1) The product is: [F:20][C:18]([F:19])([F:21])[C:16]1[CH:15]=[C:14]([C@@H:22]([OH:49])[C@@H:23]([N:25]([CH2:26][C:27]2[CH:32]=[C:31]([C:33]([F:34])([F:35])[F:36])[CH:30]=[CH:29][C:28]=2[C:37]2[CH:42]=[C:41]([CH:43]([CH3:45])[CH3:44])[C:40]([F:46])=[CH:39][C:38]=2[O:47][CH3:48])[C:57](=[O:58])[O:56][C:52]([CH3:55])([CH3:54])[CH3:53])[CH3:24])[CH:13]=[C:12]([C:11]([F:50])([F:10])[F:51])[CH:17]=1. Given the reactants C(N(C(C)C)CC)(C)C.[F:10][C:11]([F:51])([F:50])[C:12]1[CH:13]=[C:14]([C@@H:22]([OH:49])[C@@H:23]([NH:25][CH2:26][C:27]2[CH:32]=[C:31]([C:33]([F:36])([F:35])[F:34])[CH:30]=[CH:29][C:28]=2[C:37]2[CH:42]=[C:41]([CH:43]([CH3:45])[CH3:44])[C:40]([F:46])=[CH:39][C:38]=2[O:47][CH3:48])[CH3:24])[CH:15]=[C:16]([C:18]([F:21])([F:20])[F:19])[CH:17]=1.[C:52]([O:56][C:57](O[C:57]([O:56][C:52]([CH3:55])([CH3:54])[CH3:53])=[O:58])=[O:58])([CH3:55])([CH3:54])[CH3:53], predict the reaction product. (2) Given the reactants CO[C:3]([C:5]1[C:6](=[O:16])[O:7][C:8]2[C:13]([C:14]=1[OH:15])=[CH:12][CH:11]=[CH:10][CH:9]=2)=[O:4].[NH2:17][CH2:18][C:19]([OH:21])=[O:20].C[O-].[Na+], predict the reaction product. The product is: [OH:15][C:14]1[C:13]2[C:8](=[CH:9][CH:10]=[CH:11][CH:12]=2)[O:7][C:6](=[O:16])[C:5]=1[C:3]([NH:17][CH2:18][C:19]([OH:21])=[O:20])=[O:4].